This data is from Peptide-MHC class II binding affinity with 134,281 pairs from IEDB. The task is: Regression. Given a peptide amino acid sequence and an MHC pseudo amino acid sequence, predict their binding affinity value. This is MHC class II binding data. (1) The peptide sequence is LRYRYGLFKQRIAKE. The MHC is HLA-DPA10103-DPB10401 with pseudo-sequence HLA-DPA10103-DPB10401. The binding affinity (normalized) is 0.540. (2) The peptide sequence is NFRFLTEKGMKNVFD. The MHC is HLA-DPA10201-DPB11401 with pseudo-sequence HLA-DPA10201-DPB11401. The binding affinity (normalized) is 0.0176. (3) The peptide sequence is AAATATATAAVGAAT. The MHC is DRB1_0901 with pseudo-sequence DRB1_0901. The binding affinity (normalized) is 0.376. (4) The peptide sequence is LMSIPYCNYTKFWYV. The MHC is DRB1_0101 with pseudo-sequence DRB1_0101. The binding affinity (normalized) is 0.762. (5) The peptide sequence is PTMLKKGMTTVLDFH. The MHC is HLA-DQA10201-DQB10402 with pseudo-sequence HLA-DQA10201-DQB10402. The binding affinity (normalized) is 0.374. (6) The peptide sequence is TSLVRLVYILSKQNQQH. The MHC is DRB1_1501 with pseudo-sequence DRB1_1501. The binding affinity (normalized) is 0.691. (7) The peptide sequence is HTMWHVTRGAFLVRN. The MHC is HLA-DQA10102-DQB10501 with pseudo-sequence HLA-DQA10102-DQB10501. The binding affinity (normalized) is 0.402. (8) The peptide sequence is GELQIVDKIDAAHKI. The MHC is DRB1_0101 with pseudo-sequence DRB1_0101. The binding affinity (normalized) is 0.680.